This data is from Forward reaction prediction with 1.9M reactions from USPTO patents (1976-2016). The task is: Predict the product of the given reaction. (1) Given the reactants [F:1][C:2]1[CH:7]=[CH:6][CH:5]=[C:4]([F:8])[C:3]=1[C:9]#[C:10][C:11]1[CH:17]=[CH:16][C:14]([NH2:15])=[CH:13][CH:12]=1.[C:18](=O)([O-])[O-].[K+].[K+].IC, predict the reaction product. The product is: [F:1][C:2]1[CH:7]=[CH:6][CH:5]=[C:4]([F:8])[C:3]=1[C:9]#[C:10][C:11]1[CH:12]=[CH:13][C:14]([NH:15][CH3:18])=[CH:16][CH:17]=1. (2) Given the reactants [C:1]([Si:5]([CH3:32])([CH3:31])[O:6][CH:7]([C:25]1[CH:30]=[CH:29][CH:28]=[CH:27][CH:26]=1)[CH2:8][CH2:9][CH2:10][C:11]([N:13]1[CH:17]([C:18]2[CH:23]=[CH:22][CH:21]=[CH:20][CH:19]=2)[CH2:16][O:15][C:14]1=[O:24])=[O:12])([CH3:4])([CH3:3])[CH3:2].[CH3:33][O:34][C:35]1[CH:51]=[CH:50][C:38]([CH:39]=[N:40][C:41]2[CH:46]=[CH:45][C:44]([N+:47]([O-:49])=[O:48])=[CH:43][CH:42]=2)=[CH:37][CH:36]=1.C(N(C(C)C)CC)(C)C.C[Si](Cl)(C)C.S([O-])(O)=O.[Na+], predict the reaction product. The product is: [C:1]([Si:5]([CH3:32])([CH3:31])[O:6][CH:7]([C:25]1[CH:30]=[CH:29][CH:28]=[CH:27][CH:26]=1)[CH2:8][CH2:9][CH:10]([CH:39]([C:38]1[CH:50]=[CH:51][C:35]([O:34][CH3:33])=[CH:36][CH:37]=1)[NH:40][C:41]1[CH:42]=[CH:43][C:44]([N+:47]([O-:49])=[O:48])=[CH:45][CH:46]=1)[C:11]([N:13]1[CH:17]([C:18]2[CH:19]=[CH:20][CH:21]=[CH:22][CH:23]=2)[CH2:16][O:15][C:14]1=[O:24])=[O:12])([CH3:4])([CH3:3])[CH3:2]. (3) Given the reactants C(OC([N:8]1[CH2:13][CH2:12][CH:11]([CH2:14][N:15]([CH:19]2[CH2:28][CH2:27][C:26]3[C:21](=[CH:22][C:23]([N+:29]([O-:31])=[O:30])=[CH:24][CH:25]=3)[CH2:20]2)[CH2:16][CH2:17][CH3:18])[CH2:10][CH2:9]1)=O)(C)(C)C.C(NC(N1CCC(CN(CC)C2CCC3C(=CC(NC(=O)C4C=CC(S(C)(=O)=O)=CC=4)=CC=3)C2)CC1)=O)(C)C.FC(F)(F)C(O)=O, predict the reaction product. The product is: [N+:29]([C:23]1[CH:22]=[C:21]2[C:26]([CH2:27][CH2:28][CH:19]([N:15]([CH2:14][CH:11]3[CH2:10][CH2:9][NH:8][CH2:13][CH2:12]3)[CH2:16][CH2:17][CH3:18])[CH2:20]2)=[CH:25][CH:24]=1)([O-:31])=[O:30]. (4) Given the reactants [NH2:1][C:2]1[CH:7]=[CH:6][CH:5]=[CH:4][C:3]=1[OH:8].CN(C)C=O.[F:14][C:15]1[CH:16]=[C:17]2[C:22](=[CH:23][CH:24]=1)[N:21]=[C:20]([CH:25]=[CH:26][C:27]1[O:28][C:29]([N+:32]([O-:34])=[O:33])=[CH:30][CH:31]=1)[N:19]=[C:18]2Cl, predict the reaction product. The product is: [F:14][C:15]1[CH:16]=[C:17]2[C:22](=[CH:23][CH:24]=1)[N:21]=[C:20]([CH:25]=[CH:26][C:27]1[O:28][C:29]([N+:32]([O-:34])=[O:33])=[CH:30][CH:31]=1)[N:19]=[C:18]2[NH:1][C:2]1[CH:7]=[CH:6][CH:5]=[CH:4][C:3]=1[OH:8]. (5) Given the reactants [Br:1][C:2]1[CH:7]=[C:6]([Cl:8])[CH:5]=[CH:4][C:3]=1F.[F:10][C:11]([F:18])([F:17])[C:12]1[CH:13]=[N:14][NH:15][CH:16]=1, predict the reaction product. The product is: [Br:1][C:2]1[CH:7]=[C:6]([Cl:8])[CH:5]=[CH:4][C:3]=1[N:14]1[CH:13]=[C:12]([C:11]([F:18])([F:17])[F:10])[CH:16]=[N:15]1. (6) Given the reactants [CH3:1][CH:2]1[CH:7]=[C:6]([CH3:8])[CH2:5][O:4][CH:3]1[C:9]1[N:13]([CH3:14])[N:12]=[CH:11][C:10]=1[N+:15]([O-:17])=[O:16].C1C=C(Cl)C=C(C(OO)=[O:26])C=1, predict the reaction product. The product is: [CH3:1][CH:2]1[CH:3]([C:9]2[N:13]([CH3:14])[N:12]=[CH:11][C:10]=2[N+:15]([O-:17])=[O:16])[O:4][CH2:5][C:6]2([CH3:8])[CH:7]1[O:26]2.